This data is from Forward reaction prediction with 1.9M reactions from USPTO patents (1976-2016). The task is: Predict the product of the given reaction. (1) Given the reactants [F:1][C:2]1[CH:3]=[C:4]2[C:9](=[CH:10][CH:11]=1)[CH:8]=[C:7]([CH2:12][C:13]([OH:15])=[O:14])[CH:6]=[C:5]2[SH:16].F[C:18]1[CH:23]=[CH:22][C:21]([S:24]([CH3:27])(=[O:26])=[O:25])=[CH:20][CH:19]=1.C(=O)([O-])[O-].[K+].[K+], predict the reaction product. The product is: [F:1][C:2]1[CH:3]=[C:4]2[C:9](=[CH:10][CH:11]=1)[CH:8]=[C:7]([CH2:12][C:13]([OH:15])=[O:14])[CH:6]=[C:5]2[S:16][C:18]1[CH:23]=[CH:22][C:21]([S:24]([CH3:27])(=[O:26])=[O:25])=[CH:20][CH:19]=1. (2) Given the reactants [CH3:1][O:2][C:3](=[O:26])[C:4]1[CH:9]=[CH:8][C:7]([O:10][CH2:11][C:12]2[C:13]([C:19]3[CH:24]=[CH:23][C:22]([F:25])=[CH:21][CH:20]=3)=[N:14][O:15][C:16]=2[CH:17]=[O:18])=[N:6][CH:5]=1.[BH4-].[Na+].C(O)(=O)CC(CC(O)=O)(C(O)=O)O.C(OCC)(=O)C, predict the reaction product. The product is: [CH3:1][O:2][C:3](=[O:26])[C:4]1[CH:9]=[CH:8][C:7]([O:10][CH2:11][C:12]2[C:13]([C:19]3[CH:20]=[CH:21][C:22]([F:25])=[CH:23][CH:24]=3)=[N:14][O:15][C:16]=2[CH2:17][OH:18])=[N:6][CH:5]=1.